From a dataset of Catalyst prediction with 721,799 reactions and 888 catalyst types from USPTO. Predict which catalyst facilitates the given reaction. (1) Reactant: [F:1][C:2]1[CH:30]=[CH:29][CH:28]=[CH:27][C:3]=1[CH2:4][N:5]1[C:9]2[CH2:10][CH2:11][CH2:12][C:8]=2[C:7]([C:13]2[N:14]=[N:15][C:16]([C:20]([CH3:26])([CH3:25])[C:21]([O:23]C)=O)=[C:17](O)[N:18]=2)=[N:6]1.P(Cl)(Cl)(Cl)=O.[NH3:36]. Product: [F:1][C:2]1[CH:30]=[CH:29][CH:28]=[CH:27][C:3]=1[CH2:4][N:5]1[C:9]2[CH2:10][CH2:11][CH2:12][C:8]=2[C:7]([C:13]2[N:14]=[N:15][C:16]3[C:20]([CH3:26])([CH3:25])[C:21](=[O:23])[NH:36][C:17]=3[N:18]=2)=[N:6]1. The catalyst class is: 10. (2) Reactant: [ClH:1].[CH2:2]([C:6]1[N:7]([CH2:20][CH2:21][CH2:22][O:23][Si](C(C)(C)C)(C)C)[C:8]2[C:17]3[CH:16]=[CH:15][CH:14]=[CH:13][C:12]=3[N:11]=[C:10]([NH2:18])[C:9]=2[N:19]=1)[CH2:3][CH2:4][CH3:5]. Product: [ClH:1].[ClH:1].[NH2:18][C:10]1[C:9]2[N:19]=[C:6]([CH2:2][CH2:3][CH2:4][CH3:5])[N:7]([CH2:20][CH2:21][CH2:22][OH:23])[C:8]=2[C:17]2[CH:16]=[CH:15][CH:14]=[CH:13][C:12]=2[N:11]=1. The catalyst class is: 169. (3) Reactant: [N+:1]([O-:4])(O)=[O:2].[F:5][C:6]1[CH:7]=[C:8]([Br:13])[CH:9]=[CH:10][C:11]=1[F:12]. Product: [Br:13][C:8]1[CH:7]=[C:6]([F:5])[C:11]([F:12])=[CH:10][C:9]=1[N+:1]([O-:4])=[O:2]. The catalyst class is: 82.